From a dataset of Catalyst prediction with 721,799 reactions and 888 catalyst types from USPTO. Predict which catalyst facilitates the given reaction. (1) Reactant: C(OC([NH:8][C@H:9]([C:30]([O:32]C(C)(C)C)=[O:31])[CH2:10][CH:11]([CH2:19][C:20]1[CH:25]=[CH:24][C:23]([CH2:26][CH2:27][CH2:28][F:29])=[CH:22][CH:21]=1)[C:12]([O:14]C(C)(C)C)=[O:13])=O)(C)(C)C.C1(C)C=CC=CC=1. Product: [F:29][CH2:28][CH2:27][CH2:26][C:23]1[CH:22]=[CH:21][C:20]([CH2:19][CH:11]([C:12]([OH:14])=[O:13])[CH2:10][C@@H:9]([C:30]([OH:32])=[O:31])[NH2:8])=[CH:25][CH:24]=1. The catalyst class is: 55. (2) Reactant: [NH2:1][C@H:2]1[CH2:11][CH2:10][C:9]2[C:8]([S:12]([NH:15][C:16]3[CH:21]=[C:20]([Cl:22])[CH:19]=[CH:18][C:17]=3[O:23][CH3:24])(=[O:14])=[O:13])=[CH:7][CH:6]=[C:5]([O:25][CH3:26])[C:4]=2[CH2:3]1.C(N(CC)CC)C.Cl[C:35]([O:37][CH2:38][CH3:39])=[O:36]. Product: [Cl:22][C:20]1[CH:19]=[CH:18][C:17]([O:23][CH3:24])=[C:16]([NH:15][S:12]([C:8]2[CH:7]=[CH:6][C:5]([O:25][CH3:26])=[C:4]3[C:9]=2[CH2:10][CH2:11][C@H:2]([NH:1][C:35](=[O:36])[O:37][CH2:38][CH3:39])[CH2:3]3)(=[O:14])=[O:13])[CH:21]=1. The catalyst class is: 4. (3) The catalyst class is: 32. Product: [N+:20]([C:19]1[C:14]([NH:2][CH:3]2[CH2:8][CH2:7][CH2:6][CH:5]([CH:9]=[CH:10][C:11]#[N:12])[CH2:4]2)=[C:15]2[S:25][CH:24]=[CH:23][C:16]2=[N:17][CH:18]=1)([O-:22])=[O:21]. Reactant: Cl.[NH2:2][CH:3]1[CH2:8][CH2:7][CH2:6][CH:5]([CH:9]=[CH:10][C:11]#[N:12])[CH2:4]1.Cl[C:14]1[C:19]([N+:20]([O-:22])=[O:21])=[CH:18][N:17]=[C:16]2[CH:23]=[CH:24][S:25][C:15]=12.C(N(CC)CC)C. (4) Reactant: C([O-])=O.[NH4+].[F:5][C:6]1[CH:7]=[CH:8][C:9]([N+:19]([O-])=O)=[C:10]([CH:18]=1)[O:11][CH:12]1[CH2:17][CH2:16][O:15][CH2:14][CH2:13]1. Product: [F:5][C:6]1[CH:7]=[CH:8][C:9]([NH2:19])=[C:10]([O:11][CH:12]2[CH2:17][CH2:16][O:15][CH2:14][CH2:13]2)[CH:18]=1. The catalyst class is: 43. (5) Reactant: C(Cl)(=O)C(Cl)=O.[C:7]1([C:13]2[CH:14]=[C:15]([CH:19]=[CH:20][CH:21]=2)[C:16]([OH:18])=O)[CH:12]=[CH:11][CH:10]=[CH:9][CH:8]=1.[CH:22]1([CH2:28][NH2:29])[CH2:27][CH2:26][CH2:25][CH2:24][CH2:23]1. Product: [CH:22]1([CH2:28][NH:29][C:16](=[O:18])[C:15]2[CH:19]=[CH:20][CH:21]=[C:13]([C:7]3[CH:8]=[CH:9][CH:10]=[CH:11][CH:12]=3)[CH:14]=2)[CH2:27][CH2:26][CH2:25][CH2:24][CH2:23]1. The catalyst class is: 118.